The task is: Predict the reactants needed to synthesize the given product.. This data is from Full USPTO retrosynthesis dataset with 1.9M reactions from patents (1976-2016). (1) Given the product [Br:53][C:49]1[CH:48]=[C:47]([NH:46][C:28]2[C:27]3[C:32](=[CH:33][C:34]([O:35][CH2:36][CH2:37][CH2:38][CH:39]4[CH2:44][CH2:43][N:42]([CH3:45])[CH2:41][CH2:40]4)=[C:25]([NH:24][C:1](=[O:7])[CH:2]=[CH:3][CH:4]=[CH:5][CH3:6])[CH:26]=3)[N:31]=[CH:30][N:29]=2)[CH:52]=[CH:51][CH:50]=1, predict the reactants needed to synthesize it. The reactants are: [C:1](O)(=[O:7])/[CH:2]=[CH:3]/[CH:4]=[CH:5]/[CH3:6].ClC(OCC(C)C)=O.CN1CCOCC1.[NH2:24][C:25]1[CH:26]=[C:27]2[C:32](=[CH:33][C:34]=1[O:35][CH2:36][CH2:37][CH2:38][CH:39]1[CH2:44][CH2:43][N:42]([CH3:45])[CH2:41][CH2:40]1)[N:31]=[CH:30][N:29]=[C:28]2[NH:46][C:47]1[CH:52]=[CH:51][CH:50]=[C:49]([Br:53])[CH:48]=1. (2) The reactants are: [Cl:1][C:2]1[CH:3]=[C:4]2[C:9](=[CH:10][C:11]=1F)[O:8][CH:7]([C:13]([F:16])([F:15])[F:14])[C:6]([C:17]([O:19][CH2:20][CH3:21])=[O:18])=[CH:5]2.[Cl:22][C:23]1[CH:28]=[C:27]([Br:29])[CH:26]=[CH:25][C:24]=1[OH:30].C(=O)([O-])[O-].[K+].[K+].CN(C=O)C. Given the product [Cl:1][C:2]1[CH:3]=[C:4]2[C:9](=[CH:10][C:11]=1[O:30][C:24]1[CH:25]=[CH:26][C:27]([Br:29])=[CH:28][C:23]=1[Cl:22])[O:8][CH:7]([C:13]([F:16])([F:15])[F:14])[C:6]([C:17]([O:19][CH2:20][CH3:21])=[O:18])=[CH:5]2, predict the reactants needed to synthesize it.